This data is from Catalyst prediction with 721,799 reactions and 888 catalyst types from USPTO. The task is: Predict which catalyst facilitates the given reaction. (1) Reactant: [OH-:1].[Na+].[NH2:3]O.C[O:6][C:7]([C:9]1[CH:17]=[C:16]2[C:12]([CH:13]=[CH:14][N:15]2[CH2:18][CH:19]2[CH2:24][CH2:23][CH2:22][CH2:21][CH2:20]2)=[CH:11][CH:10]=1)=O. Product: [OH:1][NH:3][C:7]([C:9]1[CH:17]=[C:16]2[C:12]([CH:13]=[CH:14][N:15]2[CH2:18][CH:19]2[CH2:24][CH2:23][CH2:22][CH2:21][CH2:20]2)=[CH:11][CH:10]=1)=[O:6]. The catalyst class is: 87. (2) Reactant: [ClH:1].O1CCOCC1.OC(C(F)(F)F)=O.[N:15]1[CH:20]=[CH:19][CH:18]=[C:17]([O:21][CH2:22][CH:23]2[CH2:28][N:27](C(OC(C)(C)C)=O)[CH2:26][CH2:25][N:24]2[C:36]([O:38][C:39]2[CH:44]=[CH:43][CH:42]=[CH:41][CH:40]=2)=[O:37])[CH:16]=1. Product: [ClH:1].[ClH:1].[N:15]1[CH:20]=[CH:19][CH:18]=[C:17]([O:21][CH2:22][CH:23]2[CH2:28][NH:27][CH2:26][CH2:25][N:24]2[C:36]([O:38][C:39]2[CH:44]=[CH:43][CH:42]=[CH:41][CH:40]=2)=[O:37])[CH:16]=1. The catalyst class is: 5. (3) Product: [C:13]1([C:16]2[CH:17]=[CH:18][CH:19]=[CH:20][CH:21]=2)[CH:12]=[CH:11][C:10]([CH2:9][CH:8]=[O:22])=[CH:15][CH:14]=1. The catalyst class is: 6. Reactant: O1CCCC1.CN(OC)[C:8](=[O:22])[CH2:9][C:10]1[CH:15]=[CH:14][C:13]([C:16]2[CH:21]=[CH:20][CH:19]=[CH:18][CH:17]=2)=[CH:12][CH:11]=1.C1(C)C=CC=CC=1.[H-].C([Al+]C(C)C)(C)C.